From a dataset of Forward reaction prediction with 1.9M reactions from USPTO patents (1976-2016). Predict the product of the given reaction. Given the reactants Br[C:2]1[NH:3][C:4]2[C:9]([N:10]=1)=[C:8]([N:11]1[CH2:16][CH2:15][O:14][CH2:13][C@H:12]1[CH3:17])[N:7]=[C:6]([N:18]1[CH2:23][CH2:22][O:21][CH2:20][C@@H:19]1[CH3:24])[N:5]=2.[NH:25]1[CH:29]=[CH:28][C:27](B(O)O)=[N:26]1.CCN(CC)CC, predict the reaction product. The product is: [CH3:24][C@H:19]1[CH2:20][O:21][CH2:22][CH2:23][N:18]1[C:6]1[N:5]=[C:4]2[C:9]([N:10]=[C:2]([C:29]3[CH:28]=[CH:27][NH:26][N:25]=3)[NH:3]2)=[C:8]([N:11]2[CH2:16][CH2:15][O:14][CH2:13][C@H:12]2[CH3:17])[N:7]=1.